This data is from NCI-60 drug combinations with 297,098 pairs across 59 cell lines. The task is: Regression. Given two drug SMILES strings and cell line genomic features, predict the synergy score measuring deviation from expected non-interaction effect. (1) Drug 1: CCC1=C2CN3C(=CC4=C(C3=O)COC(=O)C4(CC)O)C2=NC5=C1C=C(C=C5)O. Drug 2: CCCCC(=O)OCC(=O)C1(CC(C2=C(C1)C(=C3C(=C2O)C(=O)C4=C(C3=O)C=CC=C4OC)O)OC5CC(C(C(O5)C)O)NC(=O)C(F)(F)F)O. Cell line: UACC62. Synergy scores: CSS=57.6, Synergy_ZIP=-1.53, Synergy_Bliss=0.544, Synergy_Loewe=1.23, Synergy_HSA=2.86. (2) Drug 1: C1=CC(=C2C(=C1NCCNCCO)C(=O)C3=C(C=CC(=C3C2=O)O)O)NCCNCCO. Drug 2: C1=NNC2=C1C(=O)NC=N2. Cell line: HT29. Synergy scores: CSS=33.3, Synergy_ZIP=1.42, Synergy_Bliss=6.11, Synergy_Loewe=-31.3, Synergy_HSA=4.21.